Task: Predict the reaction yield, written as a fraction of the theoretical maximum amount of product (1.0 means a 100% yield; for example, 0.34 means a 34% yield).. Dataset: Reaction yield outcomes from USPTO patents with 853,638 reactions The reactants are Cl[C:2]1(Cl)[C:5]2([CH2:10][CH2:9][N:8]([C:11]([O:13][C:14]([CH3:17])([CH3:16])[CH3:15])=[O:12])[CH2:7][CH2:6]2)[CH2:4][C:3]1=[O:18].[NH4+].[Cl-]. The catalyst is [Zn]. The product is [O:18]=[C:3]1[CH2:2][C:5]2([CH2:10][CH2:9][N:8]([C:11]([O:13][C:14]([CH3:17])([CH3:16])[CH3:15])=[O:12])[CH2:7][CH2:6]2)[CH2:4]1. The yield is 0.322.